Dataset: Full USPTO retrosynthesis dataset with 1.9M reactions from patents (1976-2016). Task: Predict the reactants needed to synthesize the given product. (1) Given the product [CH3:27][C:24]([O:23][C:21]([N:18]1[CH2:17][CH:16]=[C:15]([B:10]([OH:11])[OH:9])[CH2:20][CH2:19]1)=[O:22])([CH3:25])[CH3:26], predict the reactants needed to synthesize it. The reactants are: I([O-])(=O)(=O)=O.[Na+].CC1(C)C(C)(C)[O:11][B:10]([C:15]2[CH2:16][CH2:17][N:18]([C:21]([O:23][C:24]([CH3:27])([CH3:26])[CH3:25])=[O:22])[CH2:19][CH:20]=2)[O:9]1.C([O-])(=O)C.[NH4+]. (2) Given the product [F:16][C:2]([F:1])([F:17])[C:3]1[CH:4]=[C:5]([CH:9]=[C:10]([C:12]([F:15])([F:14])[F:13])[CH:11]=1)[C:6]([NH:27][CH2:28][C@H:29]1[CH2:30][CH2:31][C@H:32]([NH:35][C:36](=[O:42])[O:37][C:38]([CH3:40])([CH3:39])[CH3:41])[CH2:33][CH2:34]1)=[O:8], predict the reactants needed to synthesize it. The reactants are: [F:1][C:2]([F:17])([F:16])[C:3]1[CH:4]=[C:5]([CH:9]=[C:10]([C:12]([F:15])([F:14])[F:13])[CH:11]=1)[C:6]([OH:8])=O.CCN(C(C)C)C(C)C.[NH2:27][CH2:28][C@H:29]1[CH2:34][CH2:33][C@H:32]([NH:35][C:36](=[O:42])[O:37][C:38]([CH3:41])([CH3:40])[CH3:39])[CH2:31][CH2:30]1.CN(C(ON1N=NC2C=CC=NC1=2)=[N+](C)C)C.F[P-](F)(F)(F)(F)F.